This data is from Forward reaction prediction with 1.9M reactions from USPTO patents (1976-2016). The task is: Predict the product of the given reaction. (1) Given the reactants Cl[C:2]1[C:7]([CH:8]([CH2:13][CH2:14][CH3:15])[C:9]([O:11][CH3:12])=[O:10])=[C:6]([C:16]2[CH:21]=[CH:20][C:19]([CH3:22])=[CH:18][CH:17]=2)[N:5]=[C:4]([N:23]2[CH2:28][CH2:27][CH2:26][CH2:25][CH2:24]2)[N:3]=1.C(O)(=[O:31])C, predict the reaction product. The product is: [O:31]=[C:2]1[NH:3][C:4]([N:23]2[CH2:28][CH2:27][CH2:26][CH2:25][CH2:24]2)=[N:5][C:6]([C:16]2[CH:21]=[CH:20][C:19]([CH3:22])=[CH:18][CH:17]=2)=[C:7]1[CH:8]([CH2:13][CH2:14][CH3:15])[C:9]([O:11][CH3:12])=[O:10]. (2) Given the reactants Br[C:2]1[CH:3]=[CH:4][C:5]([N+:8]([O-:10])=[O:9])=[N:6][CH:7]=1.[OH:11][CH:12]1[CH2:16][CH2:15][NH:14][CH2:13]1, predict the reaction product. The product is: [OH:11][CH:12]1[CH2:16][CH2:15][N:14]([C:2]2[CH:3]=[CH:4][C:5]([N+:8]([O-:10])=[O:9])=[N:6][CH:7]=2)[CH2:13]1. (3) Given the reactants C([O:3][C:4](=[O:28])[CH:5]([NH:19][C:20]1[CH:25]=[CH:24][C:23]([C:26]#[N:27])=[CH:22][CH:21]=1)[C:6]1[CH:11]=[C:10]([O:12][CH2:13][CH3:14])[CH:9]=[C:8]([O:15][CH2:16][CH3:17])[C:7]=1[F:18])C.[Li+].[OH-].Cl.C(OCC)(=O)C, predict the reaction product. The product is: [C:26]([C:23]1[CH:24]=[CH:25][C:20]([NH:19][CH:5]([C:6]2[CH:11]=[C:10]([O:12][CH2:13][CH3:14])[CH:9]=[C:8]([O:15][CH2:16][CH3:17])[C:7]=2[F:18])[C:4]([OH:28])=[O:3])=[CH:21][CH:22]=1)#[N:27]. (4) Given the reactants [Br-].[CH3:2][C:3]1[CH:8]=[C:7]([CH3:9])[NH:6][C:5](=[O:10])[C:4]=1[CH2:11][NH:12][C:13]([C:15]1[CH:16]=[C:17]([C:31]2[CH:36]=[CH:35][C:34]([CH2:37][NH+:38]3[CH2:43][CH2:42][O:41][CH2:40][CH2:39]3)=[CH:33][CH:32]=2)[CH:18]=[C:19]([N:22]([CH2:29][CH3:30])[CH:23]2[CH2:28][CH2:27][O:26][CH2:25][CH2:24]2)[C:20]=1[CH3:21])=[O:14].CC(OC)(C)C, predict the reaction product. The product is: [CH3:2][C:3]1[CH:8]=[C:7]([CH3:9])[NH:6][C:5](=[O:10])[C:4]=1[CH2:11][NH:12][C:13]([C:15]1[CH:16]=[C:17]([C:31]2[CH:36]=[CH:35][C:34]([CH2:37][N:38]3[CH2:39][CH2:40][O:41][CH2:42][CH2:43]3)=[CH:33][CH:32]=2)[CH:18]=[C:19]([N:22]([CH2:29][CH3:30])[CH:23]2[CH2:24][CH2:25][O:26][CH2:27][CH2:28]2)[C:20]=1[CH3:21])=[O:14].